This data is from Drug-target binding data from BindingDB using IC50 measurements. The task is: Regression. Given a target protein amino acid sequence and a drug SMILES string, predict the binding affinity score between them. We predict pIC50 (pIC50 = -log10(IC50 in M); higher means more potent). Dataset: bindingdb_ic50. (1) The small molecule is CC(=O)c1ccc(N2CCN(c3ccc(C(F)(F)F)cn3)CC2)cc1. The target protein sequence is MNEGAPGDSDLETEARVPWSIMGHCLRTGQARMSATPTPAGEGARRDELFGILQILHQCILSSGDAFVLTGVCCSWRQNGKPPYSQKEDKEVQTGYMNAQIEIIPCKICGDKSSGIHYGVITCEGCKGFFRRSQQSNATYSCPRQKNCLIDRTSRNRCQHCRLQKCLAVGMSRDAVKFGRMSKKQRDSLYAEVQKHRMQQQQRDHQQQPGEAEPLTPTYNISANGLTELHDDLSNYIDGHTPEGSKADSAVSSFYLDIQPSPDQSGLDINGIKPEPICDYTPASGFFPYCSFTNGETSPTVSMAELEHLAQNISKSHLETCQYLREELQQITWQTFLQEEIENYQNKQREVMWQLCAIKITEAIQYVVEFAKRIDGFMELCQNDQIVLLKAGSLEVVFIRMCRAFDSQNNTVYFDGKYASPDVFKSLGCEDFISFVFEFGKSLCSMHLTEDEIALFSAFVLMSADRSWLQEKVKIEKLQQKIQLALQHVLQKNHREDGIL.... The pIC50 is 4.6. (2) The compound is CC(C)C[C@H](NC(=O)[C@@H](NC(=O)OC(C)(C)C)C(C)C)C(=O)N[C@@H](Cc1ccccc1)C(=O)Nc1ccc([N+](=O)[O-])cc1Cl. The target protein (P0C6X7) has sequence MESLVLGVNEKTHVQLSLPVLQVRDVLVRGFGDSVEEALSEAREHLKNGTCGLVELEKGVLPQLEQPYVFIKRSDALSTNHGHKVVELVAEMDGIQYGRSGITLGVLVPHVGETPIAYRNVLLRKNGNKGAGGHSYGIDLKSYDLGDELGTDPIEDYEQNWNTKHGSGALRELTRELNGGAVTRYVDNNFCGPDGYPLDCIKDFLARAGKSMCTLSEQLDYIESKRGVYCCRDHEHEIAWFTERSDKSYEHQTPFEIKSAKKFDTFKGECPKFVFPLNSKVKVIQPRVEKKKTEGFMGRIRSVYPVASPQECNNMHLSTLMKCNHCDEVSWQTCDFLKATCEHCGTENLVIEGPTTCGYLPTNAVVKMPCPACQDPEIGPEHSVADYHNHSNIETRLRKGGRTRCFGGCVFAYVGCYNKRAYWVPRASADIGSGHTGITGDNVETLNEDLLEILSRERVNINIVGDFHLNEEVAIILASFSASTSAFIDTIKSLDYKSFK.... The pIC50 is 5.0. (3) The drug is CC(=O)N[C@@H](CCCCN)C(=O)N[C@@H](Cc1c[nH]c2ccccc12)C(=O)N[C@H]1CCCCNC(=O)C[C@@H](C(=O)N[C@@H](CCCN=C(N)N)C(N)=O)NC(=O)[C@H](Cc2cnc[nH]2)NC(=O)[C@H](CC(=O)O)NC(=O)[C@H](CCCN=C(N)N)NC1=O. The target protein (P15389) has sequence MANLLLPRGTSSFRRFTRESLAAIEKRMAEKQARGGSATSQESREGLQEEEAPRPQLDLQASKKLPDLYGNPPRELIGEPLEDLDPFYSTQKTFIVLNKGKTIFRFSATNALYVLSPFHPVRRAAVKILVHSLFSMLIMCTILTNCVFMAQHDPPPWTKYVEYTFTAIYTFESLVKILARGFCLHAFTFLRDPWNWLDFSVIVMAYTTEFVDLGNVSALRTFRVLRALKTISVISGLKTIVGALIQSVKKLADVMVLTVFCLSVFALIGLQLFMGNLRHKCVRNFTELNGTNGSVEADGLVWNSLDVYLNDPANYLLKNGTTDVLLCGNSSDAGTCPEGYRCLKAGENPDHGYTSFDSFAWAFLALFRLMTQDCWERLYQQTLRSAGKIYMIFFMLVIFLGSFYLVNLILAVVAMAYEEQNQATIAETEEKEKRFQEAMEMLKKEHEALTIRGVDTVSRSSLEMSPLAPVTNHERKSKRRKRLSSGTEDGGDDRLPKSDS.... The pIC50 is 3.1. (4) The drug is CO[C@@]1(C)C=C(C)[C@H](/C(C)=C/C=C/C=C/C=C/[C@]2(C)[C@H]3OC(=O)[C@]2(C)C(=O)[C@@H]3C)O[C@H]1C. The target protein sequence is MLAVAPRMLVTYSLLLLSGMIEGAHSKEPIGGTLNGSRRRSEGEHLQYPAADEPVIVVGGGLAGLSAALEAVHEGASVILIEAEKNVGGNSAKASSGMAACNTEAQRVHHINDSTDRFYSDTMTAGDRENDPILVDQLVHQSADAFSFLVSHGADLSDVVLAGGHSVKRVHRNTPVKEGRAVNVGYAIISAVRDQLNRHAEQDPDKVKIMLGTEVIGLVTWNDFVTGVRVRKGDSRIEEISGKAVVLATGGFSNDRNVQGSLLAEFAPEKLKFPTTNGPWASGRGVKMARAMGAALVGMSDVQVHPTAFVDPKDPNATTKFLAAEALRGKGAILLNEKGERFGNELGRRDYLTDRILTSCAEDSQAGGAHTALMLMTDQSADDFGRASFGFYANVKGFFKKFNNVAELANYMNVDEAKLRKTLTDYNKYVTSTEENKKDEFGKVFFPASFNPDAVIYAAKITPAIHYTMGGLKIDKQAFVFNEFAQKPFRGLLAAGEVTG.... The pIC50 is 6.1. (5) The drug is COc1ccccc1O[C@H]1CC[C@H](C(=O)N(Cc2ccccc2)Cc2ccc(C(=O)O)cc2)CC1. The target protein (Q9H1C0) has sequence MLANSSSTNSSVLPCPDYRPTHRLHLVVYSLVLAAGLPLNALALWVFLRALRVHSVVSVYMCNLAASDLLFTLSLPVRLSYYALHHWPFPDLLCQTTGAIFQMNMYGSCIFLMLINVDRYAAIVHPLRLRHLRRPRVARLLCLGVWALILVFAVPAARVHRPSRCRYRDLEVRLCFESFSDELWKGRLLPLVLLAEALGFLLPLAAVVYSSGRVFWTLARPDATQSQRRRKTVRLLLANLVIFLLCFVPYNSTLAVYGLLRSKLVAASVPARDRVRGVLMVMVLLAGANCVLDPLVYYFSAEGFRNTLRGLGTPHRARTSATNGTRAALAQSERSAVTTDATRPDAASQGLLRPSDSHSLSSFTQCPQDSAL. The pIC50 is 6.7.